Dataset: Full USPTO retrosynthesis dataset with 1.9M reactions from patents (1976-2016). Task: Predict the reactants needed to synthesize the given product. (1) Given the product [Cl:51][C:48]1[C:47]([NH:52][S:53]([C:56]2[CH:57]=[CH:58][CH:59]=[CH:60][CH:61]=2)(=[O:55])=[O:54])=[CH:46][C:45]([C:2]2[CH:11]=[C:10]3[C:5](=[CH:4][CH:3]=2)[N:6]=[CH:7][C:8]([N:12]2[CH2:17][CH2:16][CH2:15][CH:14]([N:18]([CH3:20])[CH3:19])[CH2:13]2)=[N:9]3)=[CH:50][N:49]=1, predict the reactants needed to synthesize it. The reactants are: Br[C:2]1[CH:11]=[C:10]2[C:5]([N:6]=[CH:7][C:8]([N:12]3[CH2:17][CH2:16][CH2:15][CH:14]([N:18]([CH3:20])[CH3:19])[CH2:13]3)=[N:9]2)=[CH:4][CH:3]=1.B1(B2OC(C)(C)C(C)(C)O2)OC(C)(C)C(C)(C)O1.C([O-])(=O)C.[K+].Br[C:45]1[CH:46]=[C:47]([NH:52][S:53]([C:56]2[CH:61]=[CH:60][CH:59]=[CH:58][CH:57]=2)(=[O:55])=[O:54])[C:48]([Cl:51])=[N:49][CH:50]=1.C(=O)([O-])[O-].[K+].[K+]. (2) Given the product [Cl:1][C:2]1[CH:3]=[C:4]([CH:7]=[CH:8][C:9]=1[O:10][CH3:11])[CH2:5][N:6]1[CH2:17][CH:16]=[CH:15][C:14]1=[O:13], predict the reactants needed to synthesize it. The reactants are: [Cl:1][C:2]1[CH:3]=[C:4]([CH:7]=[CH:8][C:9]=1[O:10][CH3:11])[CH2:5][NH2:6].C[O:13][C:14](=O)/[CH:15]=[C:16](/OC)\[CH2:17]Cl.C(N(CC)CC)C.C(OCC)(=O)C. (3) Given the product [CH3:1][O:2][C:3]([C:5]1[CH:6]=[C:7]([C:12]2[CH:17]=[CH:16][C:15]([CH3:18])=[CH:14][CH:13]=2)[CH:8]=[C:9]([NH:11][C:27](=[O:28])[CH2:26][C:21]2[CH:22]=[CH:23][CH:24]=[CH:25][C:20]=2[Br:19])[CH:10]=1)=[O:4], predict the reactants needed to synthesize it. The reactants are: [CH3:1][O:2][C:3]([C:5]1[CH:6]=[C:7]([C:12]2[CH:17]=[CH:16][C:15]([CH3:18])=[CH:14][CH:13]=2)[CH:8]=[C:9]([NH2:11])[CH:10]=1)=[O:4].[Br:19][C:20]1[CH:25]=[CH:24][CH:23]=[CH:22][C:21]=1[CH2:26][C:27](Cl)=[O:28].